Dataset: Forward reaction prediction with 1.9M reactions from USPTO patents (1976-2016). Task: Predict the product of the given reaction. (1) Given the reactants [CH3:1][C:2]([CH3:21])([CH2:7][CH2:8][C:9](=O)[C:10]1[CH:15]=[CH:14][CH:13]=[C:12]([C:16]([F:19])([F:18])[F:17])[CH:11]=1)[C:3]([O:5]C)=O.[NH2:22][CH2:23][C:24]([OH:26])=[O:25].C([BH3-])#N.[Na+], predict the reaction product. The product is: [CH3:21][C:2]1([CH3:1])[CH2:7][CH2:8][CH:9]([C:10]2[CH:15]=[CH:14][CH:13]=[C:12]([C:16]([F:19])([F:18])[F:17])[CH:11]=2)[N:22]([CH2:23][C:24]([OH:26])=[O:25])[C:3]1=[O:5]. (2) Given the reactants [N:1]1([CH:10](C2C(N)=CC=C(OC)N=2)[CH2:11][CH3:12])[C:5]2[CH:6]=CC=C[C:4]=2[N:3]=N1.[C:22]1([C@@H:28]([O:30][C:31](=[O:35])[NH:32][CH:33]=[CH2:34])[CH3:29])[CH:27]=[CH:26][CH:25]=[CH:24][CH:23]=1.C(=O)(O)[O-].[Na+].[C:41]([O:44][CH2:45][CH3:46])(=O)C, predict the reaction product. The product is: [C:22]1([C@@H:28]([O:30][C:31](=[O:35])[NH:32][C@H:33]2[C:4]3[C:5](=[CH:6][CH:46]=[C:45]([O:44][CH3:41])[N:3]=3)[NH:1][C@@H:10]([CH2:11][CH3:12])[CH2:34]2)[CH3:29])[CH:27]=[CH:26][CH:25]=[CH:24][CH:23]=1.